This data is from Reaction yield outcomes from USPTO patents with 853,638 reactions. The task is: Predict the reaction yield, written as a fraction of the theoretical maximum amount of product (1.0 means a 100% yield; for example, 0.34 means a 34% yield). (1) The reactants are I[C:2]1[CH:3]=[C:4]([O:12][CH3:13])[C:5]([I:11])=[CH:6][C:7]=1[N+:8]([O-:10])=[O:9].C1([Mg]Cl)C=CC=CC=1.[CH3:22][C:23]([CH3:27])([CH3:26])[CH:24]=[O:25]. The yield is 0.720. The product is [I:11][C:5]1[C:4]([O:12][CH3:13])=[CH:3][C:2]([CH:24]([OH:25])[C:23]([CH3:27])([CH3:26])[CH3:22])=[C:7]([N+:8]([O-:10])=[O:9])[CH:6]=1. The catalyst is C1COCC1. (2) The reactants are Cl[C:2]1[CH:7]=[C:6]([C:8]2[C:9]([C:17]3[S:18][C:19]([Cl:22])=[CH:20][CH:21]=3)=[N:10][N:11]([CH:13]([CH2:15][CH3:16])[CH3:14])[CH:12]=2)[CH:5]=[CH:4][N:3]=1.[CH3:23][N:24](C)C=O. The catalyst is [C-]#N.[Zn+2].[C-]#N. The product is [C:23]([C:2]1[CH:7]=[C:6]([C:8]2[C:9]([C:17]3[S:18][C:19]([Cl:22])=[CH:20][CH:21]=3)=[N:10][N:11]([CH:13]([CH2:15][CH3:16])[CH3:14])[CH:12]=2)[CH:5]=[CH:4][N:3]=1)#[N:24]. The yield is 0.550.